Dataset: Reaction yield outcomes from USPTO patents with 853,638 reactions. Task: Predict the reaction yield, written as a fraction of the theoretical maximum amount of product (1.0 means a 100% yield; for example, 0.34 means a 34% yield). (1) The reactants are [C:1]([O:5][C:6](=[O:23])[NH:7][CH2:8][CH2:9][CH2:10][NH:11][C:12]([C:14]1[C:18]([CH3:19])=[C:17]([CH:20]=O)[NH:16][C:15]=1[CH3:22])=[O:13])([CH3:4])([CH3:3])[CH3:2].[F:24][C:25]1[CH:26]=[C:27]2[C:31](=[CH:32][CH:33]=1)[NH:30][C:29](=[O:34])[CH2:28]2.N1CCCC1. The catalyst is C(O)C. The product is [C:1]([O:5][C:6](=[O:23])[NH:7][CH2:8][CH2:9][CH2:10][NH:11][C:12]([C:14]1[C:18]([CH3:19])=[C:17](/[CH:20]=[C:28]2\[C:29](=[O:34])[NH:30][C:31]3[C:27]\2=[CH:26][C:25]([F:24])=[CH:33][CH:32]=3)[NH:16][C:15]=1[CH3:22])=[O:13])([CH3:4])([CH3:3])[CH3:2]. The yield is 0.940. (2) The yield is 0.860. The catalyst is O1CCCC1. The product is [Br:1][C:2]1[CH:11]=[C:10]2[C:5]([CH:6]=[C:7]([C:12](=[O:13])[CH3:18])[CH:8]=[N:9]2)=[CH:4][CH:3]=1. The reactants are [Br:1][C:2]1[CH:11]=[C:10]2[C:5]([CH:6]=[C:7]([C:12](N(OC)C)=[O:13])[CH:8]=[N:9]2)=[CH:4][CH:3]=1.[CH3:18][Mg]Br.C(OCC)C.[Cl-].[NH4+].C(=O)(O)[O-].[Na+]. (3) The reactants are [NH2:1][C:2]1[C:7]2[C:8]([C:11]3[CH:16]=[CH:15][C:14]([NH:17][C:18]([C:20]4[N:21]([CH3:29])[C:22]5[C:27]([CH:28]=4)=[CH:26][CH:25]=[CH:24][CH:23]=5)=[O:19])=[C:13]([O:30][CH3:31])[CH:12]=3)=[CH:9][S:10][C:6]=2[C:5]([C:32](O)=[O:33])=[CH:4][N:3]=1.[CH3:35][O:36][CH:37]([O:40][CH3:41])[CH2:38][NH2:39].CC[NH+](CC)CC.CC[NH+](CC)CC.C([O-])([O-])=O. The catalyst is C(O)(C)C. The product is [NH2:1][C:2]1[C:7]2[C:8]([C:11]3[CH:16]=[CH:15][C:14]([NH:17][C:18]([C:20]4[N:21]([CH3:29])[C:22]5[C:27]([CH:28]=4)=[CH:26][CH:25]=[CH:24][CH:23]=5)=[O:19])=[C:13]([O:30][CH3:31])[CH:12]=3)=[CH:9][S:10][C:6]=2[C:5]([C:32]([NH:39][CH2:38][CH:37]([O:40][CH3:41])[O:36][CH3:35])=[O:33])=[CH:4][N:3]=1. The yield is 0.710. (4) The reactants are Cl[C:2]1[N:7]=[C:6]([N:8]2[C:12]3[CH:13]=[CH:14][CH:15]=[CH:16][C:11]=3[N:10]=[C:9]2[CH:17]([F:19])[F:18])[N:5]=[C:4]([N:20]2[CH2:25][CH2:24][O:23][CH2:22][CH2:21]2)[N:3]=1.[CH2:26]([O:28][CH2:29][CH2:30][N:31]1[CH2:36][CH2:35][NH:34][CH2:33][CH2:32]1)[CH3:27]. No catalyst specified. The product is [F:19][CH:17]([F:18])[C:9]1[N:8]([C:6]2[N:7]=[C:2]([N:34]3[CH2:35][CH2:36][N:31]([CH2:30][CH2:29][O:28][CH2:26][CH3:27])[CH2:32][CH2:33]3)[N:3]=[C:4]([N:20]3[CH2:25][CH2:24][O:23][CH2:22][CH2:21]3)[N:5]=2)[C:12]2[CH:13]=[CH:14][CH:15]=[CH:16][C:11]=2[N:10]=1. The yield is 0.960. (5) The reactants are [NH2:1][C:2]1[CH:20]=[CH:19][CH:18]=[CH:17][C:3]=1[C:4]([NH:6][C:7]1[CH:12]=[CH:11][C:10]([CH:13]([CH2:15][CH3:16])[CH3:14])=[CH:9][CH:8]=1)=[O:5].[N:21]1([C:27]2[CH:34]=[CH:33][C:30]([CH:31]=O)=[CH:29][N:28]=2)[CH2:26][CH2:25][CH2:24][CH2:23][CH2:22]1. The catalyst is CCO. The product is [CH:13]([C:10]1[CH:11]=[CH:12][C:7]([N:6]2[C:4](=[O:5])[C:3]3[C:2](=[CH:20][CH:19]=[CH:18][CH:17]=3)[N:1]=[C:31]2[C:30]2[CH:29]=[N:28][C:27]([N:21]3[CH2:26][CH2:25][CH2:24][CH2:23][CH2:22]3)=[CH:34][CH:33]=2)=[CH:8][CH:9]=1)([CH2:15][CH3:16])[CH3:14]. The yield is 0.350. (6) The reactants are [N:1]1[CH:6]=[CH:5][C:4]([NH:7][C:8]([NH2:10])=[S:9])=[CH:3][CH:2]=1.Br[CH2:12][C:13]([C:15]1[O:19][N:18]=[C:17]([C:20]2[CH:25]=[CH:24][CH:23]=[CH:22][CH:21]=2)[CH:16]=1)=O. No catalyst specified. The product is [C:20]1([C:17]2[CH:16]=[C:15]([C:13]3[N:10]=[C:8]([NH:7][C:4]4[CH:5]=[CH:6][N:1]=[CH:2][CH:3]=4)[S:9][CH:12]=3)[O:19][N:18]=2)[CH:21]=[CH:22][CH:23]=[CH:24][CH:25]=1. The yield is 0.570.